Predict the reactants needed to synthesize the given product. From a dataset of Retrosynthesis with 50K atom-mapped reactions and 10 reaction types from USPTO. (1) Given the product O=C(O)[C@H](Cc1ccccc1)Nc1c(NCc2ccccc2)c(=O)c1=O, predict the reactants needed to synthesize it. The reactants are: COC(=O)[C@H](Cc1ccccc1)Nc1c(NCc2ccccc2)c(=O)c1=O. (2) Given the product CCOc1cccc([C@@H](C)N[C@H]2CC[C@@H](c3ccc(F)nc3)C2)c1, predict the reactants needed to synthesize it. The reactants are: CCOc1cccc([C@@H](C)N)c1.O=C1CC[C@@H](c2ccc(F)nc2)C1. (3) Given the product CC(N)C(C)NC(=O)c1ccccc1O, predict the reactants needed to synthesize it. The reactants are: CC(NC(=O)OCc1ccccc1)C(C)NC(=O)c1ccccc1O. (4) Given the product O=C(O)c1cc2c(o1)CN(C(=O)CCCCCc1ccccc1)CC2, predict the reactants needed to synthesize it. The reactants are: COC(=O)c1cc2c(o1)CN(C(=O)CCCCCc1ccccc1)CC2. (5) Given the product COCCC(=O)N1CCN(c2cc3c(cc2F)nc(COc2ccccc2)n3Cc2ccc(OC(F)(F)F)cc2)CC1, predict the reactants needed to synthesize it. The reactants are: COCCC(=O)O.Fc1cc2nc(COc3ccccc3)n(Cc3ccc(OC(F)(F)F)cc3)c2cc1N1CCNCC1. (6) Given the product C[C@H]1CN(c2ccc(S(=O)(=O)Nc3ccc(Cl)cc3C(=O)c3ccncc3)cc2)C[C@@H](C)O1, predict the reactants needed to synthesize it. The reactants are: C[C@H]1CNC[C@@H](C)O1.O=C(c1ccncc1)c1cc(Cl)ccc1NS(=O)(=O)c1ccc(Br)cc1. (7) Given the product COc1cc(NCCCN)nc2ccccc12, predict the reactants needed to synthesize it. The reactants are: COc1cc(NCCCNC(=O)OC(C)(C)C)nc2ccccc12.